From a dataset of Reaction yield outcomes from USPTO patents with 853,638 reactions. Predict the reaction yield, written as a fraction of the theoretical maximum amount of product (1.0 means a 100% yield; for example, 0.34 means a 34% yield). (1) The reactants are C(N(CC)C(=O)[O:5][C:6]1[C:15]([Cl:16])=[C:14]2[C:9]([CH2:10][CH2:11][N:12]([CH2:18][C:19]3[C:20]([O:27][CH2:28][C:29]4[CH:34]=[CH:33][CH:32]=[CH:31][CH:30]=4)=[N:21][C:22]([CH3:26])=[CH:23][C:24]=3[CH3:25])[C:13]2=[O:17])=[CH:8][CH:7]=1)C.[OH-].[Na+]. The catalyst is CCO. The product is [CH2:28]([O:27][C:20]1[C:19]([CH2:18][N:12]2[CH2:11][CH2:10][C:9]3[C:14](=[C:15]([Cl:16])[C:6]([OH:5])=[CH:7][CH:8]=3)[C:13]2=[O:17])=[C:24]([CH3:25])[CH:23]=[C:22]([CH3:26])[N:21]=1)[C:29]1[CH:34]=[CH:33][CH:32]=[CH:31][CH:30]=1. The yield is 0.870. (2) The reactants are [Br:1][C:2]1[C:3](F)=[C:4]2[C:10]([NH:11][C:12]([C:14]3([CH3:17])[CH2:16][CH2:15]3)=[O:13])=[CH:9][NH:8][C:5]2=[N:6][CH:7]=1.[NH:19]1[CH2:24][CH2:23][CH2:22][C@@H:21]([NH:25][C:26](=[O:32])[O:27][C:28]([CH3:31])([CH3:30])[CH3:29])[CH2:20]1. The catalyst is C(O)(CC)C. The product is [Br:1][C:2]1[C:3]([N:19]2[CH2:24][CH2:23][CH2:22][C@@H:21]([NH:25][C:26](=[O:32])[O:27][C:28]([CH3:30])([CH3:29])[CH3:31])[CH2:20]2)=[C:4]2[C:10]([NH:11][C:12]([C:14]3([CH3:17])[CH2:16][CH2:15]3)=[O:13])=[CH:9][NH:8][C:5]2=[N:6][CH:7]=1. The yield is 0.522. (3) The catalyst is C1COCC1. The product is [Cl:1][C:2]1[C:30]([Cl:31])=[CH:29][CH:28]=[CH:27][C:3]=1[CH2:4][N:5]1[C:9]2[CH:10]=[C:11]([N:18]3[CH2:23][CH2:22][O:21][CH2:20][CH2:19]3)[CH:12]=[C:13]([C:14]([OH:16])=[O:15])[C:8]=2[N:7]=[C:6]1[CH:24]([F:25])[F:26]. The reactants are [Cl:1][C:2]1[C:30]([Cl:31])=[CH:29][CH:28]=[CH:27][C:3]=1[CH2:4][N:5]1[C:9]2[CH:10]=[C:11]([N:18]3[CH2:23][CH2:22][O:21][CH2:20][CH2:19]3)[CH:12]=[C:13]([C:14]([O:16]C)=[O:15])[C:8]=2[N:7]=[C:6]1[CH:24]([F:26])[F:25].[Li+].[OH-]. The yield is 0.460. (4) The product is [ClH:38].[Cl:39][C:34]1[CH:33]=[C:32]([CH:37]=[C:36]([Cl:38])[CH:35]=1)[O:31][C:6]1[CH:5]=[CH:4][C:3]([C:1]#[N:2])=[CH:8][C:7]=1[S:9]([N:12]1[CH2:17][CH2:16][NH:15][CH2:14][CH:13]1[CH2:25][N:26]1[CH:30]=[N:29][CH:28]=[N:27]1)(=[O:11])=[O:10]. The catalyst is C(Cl)Cl.O1CCOCC1. The yield is 0.863. The reactants are [C:1]([C:3]1[CH:4]=[CH:5][C:6]([O:31][C:32]2[CH:37]=[C:36]([Cl:38])[CH:35]=[C:34]([Cl:39])[CH:33]=2)=[C:7]([S:9]([N:12]2[CH2:17][CH2:16][N:15](C(OC(C)(C)C)=O)[CH2:14][CH:13]2[CH2:25][N:26]2[CH:30]=[N:29][CH:28]=[N:27]2)(=[O:11])=[O:10])[CH:8]=1)#[N:2].Cl. (5) The catalyst is CC1C=CC=CC=1[P](C1C=CC=CC=1C)([Pd](Cl)(Cl)[P](C1=C(C)C=CC=C1)(C1C=CC=CC=1C)C1C=CC=CC=1C)C1C=CC=CC=1C. The product is [CH3:1][C:2]1[CH:7]=[CH:6][C:5]([S:8]([O:11][CH2:12][CH:13]2[CH2:17][C:16]3[C:18]([C:26]4[CH:27]=[CH:28][CH:29]=[CH:30][C:25]=4[C:24]([F:35])([F:34])[F:23])=[CH:19][CH:20]=[CH:21][C:15]=3[O:14]2)(=[O:10])=[O:9])=[CH:4][CH:3]=1. The reactants are [CH3:1][C:2]1[CH:7]=[CH:6][C:5]([S:8]([O:11][CH2:12][CH:13]2[CH2:17][C:16]3[C:18](Br)=[CH:19][CH:20]=[CH:21][C:15]=3[O:14]2)(=[O:10])=[O:9])=[CH:4][CH:3]=1.[F:23][C:24]([F:35])([F:34])[C:25]1[CH:30]=[CH:29][CH:28]=[CH:27][C:26]=1B(O)O.C(=O)([O-])[O-].[K+].[K+]. The yield is 0.770. (6) The reactants are COO[CH:4](OOC)[CH2:5]Br.C1(C)C=CC(S(O)(=O)=O)=CC=1.[OH:21][C:22]1[CH:30]=[CH:29][C:25]([C:26]([NH2:28])=[S:27])=[CH:24][CH:23]=1. The catalyst is C(O)C. The product is [S:27]1[CH:5]=[CH:4][N:28]=[C:26]1[C:25]1[CH:29]=[CH:30][C:22]([OH:21])=[CH:23][CH:24]=1. The yield is 0.610. (7) The reactants are [CH:1]1([S:4]([C:7]2[CH:12]=[CH:11][C:10]([CH:13]([CH2:18][CH:19]3[CH2:24][CH2:23][O:22][CH2:21][CH2:20]3)[C:14](=[O:17])[CH:15]=[CH2:16])=[CH:9][CH:8]=2)(=[O:6])=[O:5])[CH2:3][CH2:2]1.[CH3:25][C:26]1([CH3:38])[O:30][CH:29]([C:31]2[N:32]=[C:33]([CH:36]=[O:37])[S:34][CH:35]=2)[CH2:28][O:27]1.C(N(CC)CC)C. The catalyst is [Cl-].C([N+]1C(C)=C(CCO)SC=1)C1C=CC=CC=1.C(O)C. The product is [CH:1]1([S:4]([C:7]2[CH:8]=[CH:9][C:10]([CH:13]([CH2:18][CH:19]3[CH2:24][CH2:23][O:22][CH2:21][CH2:20]3)[C:14](=[O:17])[CH2:15][CH2:16][C:36]([C:33]3[S:34][CH:35]=[C:31]([CH:29]4[CH2:28][O:27][C:26]([CH3:38])([CH3:25])[O:30]4)[N:32]=3)=[O:37])=[CH:11][CH:12]=2)(=[O:6])=[O:5])[CH2:3][CH2:2]1. The yield is 0.600. (8) The reactants are C([O:3][C:4](=[O:33])[CH2:5][O:6][C:7]1[CH:12]=[CH:11][C:10]([N:13]([CH3:31])[CH2:14][C:15]2[S:19][C:18]([C:20]3[CH:25]=[CH:24][C:23]([C:26]([F:29])([F:28])[F:27])=[CH:22][CH:21]=3)=[N:17][C:16]=2[CH3:30])=[CH:9][C:8]=1[CH3:32])C.[Li+].[OH-].OS([O-])(=O)=O.[K+]. The catalyst is C1COCC1.CCO. The product is [CH3:32][C:8]1[CH:9]=[C:10]([N:13]([CH3:31])[CH2:14][C:15]2[S:19][C:18]([C:20]3[CH:21]=[CH:22][C:23]([C:26]([F:28])([F:27])[F:29])=[CH:24][CH:25]=3)=[N:17][C:16]=2[CH3:30])[CH:11]=[CH:12][C:7]=1[O:6][CH2:5][C:4]([OH:33])=[O:3]. The yield is 0.820. (9) The reactants are Cl[C:2]1[C:7]([C:8]#[N:9])=[CH:6][N:5]=[C:4]2[C:10]3[CH:16]=[C:15]([N+:17]([O-:19])=[O:18])[CH:14]=[CH:13][C:11]=3[S:12][C:3]=12.C(OCCO)C.[Cl:26][C:27]1[C:33]([O:34][CH3:35])=[CH:32][C:30]([NH2:31])=[C:29]([CH3:36])[CH:28]=1.Cl.N1C=CC=CC=1. The yield is 0.260. The product is [Cl:26][C:27]1[C:33]([O:34][CH3:35])=[CH:32][C:30]([NH:31][C:2]2[C:7]([C:8]#[N:9])=[CH:6][N:5]=[C:4]3[C:10]4[CH:16]=[C:15]([N+:17]([O-:19])=[O:18])[CH:14]=[CH:13][C:11]=4[S:12][C:3]=23)=[C:29]([CH3:36])[CH:28]=1. No catalyst specified. (10) The reactants are Cl[C:2]1[N:7]=[C:6]([Cl:8])[N:5]=[C:4]([N:9]2[CH:14]([CH3:15])[CH2:13][O:12][CH2:11][CH:10]2[CH3:16])[N:3]=1.[CH3:17][NH:18][C:19]([NH:21][C:22]1[CH:27]=[CH:26][C:25](B2OC(C)(C)C(C)(C)O2)=[CH:24][CH:23]=1)=[O:20]. The yield is 0.160. The product is [Cl:8][C:6]1[N:5]=[C:4]([N:9]2[CH:14]([CH3:15])[CH2:13][O:12][CH2:11][CH:10]2[CH3:16])[N:3]=[C:2]([C:25]2[CH:24]=[CH:23][C:22]([NH:21][C:19]([NH:18][CH3:17])=[O:20])=[CH:27][CH:26]=2)[N:7]=1. No catalyst specified.